From a dataset of NCI-60 drug combinations with 297,098 pairs across 59 cell lines. Regression. Given two drug SMILES strings and cell line genomic features, predict the synergy score measuring deviation from expected non-interaction effect. (1) Drug 1: CS(=O)(=O)OCCCCOS(=O)(=O)C. Drug 2: CCN(CC)CCCC(C)NC1=C2C=C(C=CC2=NC3=C1C=CC(=C3)Cl)OC. Cell line: MOLT-4. Synergy scores: CSS=52.1, Synergy_ZIP=-0.103, Synergy_Bliss=-0.459, Synergy_Loewe=-17.6, Synergy_HSA=-0.389. (2) Drug 1: CC1C(C(CC(O1)OC2CC(CC3=C2C(=C4C(=C3O)C(=O)C5=C(C4=O)C(=CC=C5)OC)O)(C(=O)CO)O)N)O.Cl. Drug 2: C1CN(CCN1C(=O)CCBr)C(=O)CCBr. Cell line: NCI-H322M. Synergy scores: CSS=1.46, Synergy_ZIP=-0.855, Synergy_Bliss=-0.777, Synergy_Loewe=-3.85, Synergy_HSA=-2.50. (3) Synergy scores: CSS=20.2, Synergy_ZIP=1.36, Synergy_Bliss=1.69, Synergy_Loewe=-50.0, Synergy_HSA=0.612. Cell line: DU-145. Drug 1: CC1C(C(CC(O1)OC2CC(OC(C2O)C)OC3=CC4=CC5=C(C(=O)C(C(C5)C(C(=O)C(C(C)O)O)OC)OC6CC(C(C(O6)C)O)OC7CC(C(C(O7)C)O)OC8CC(C(C(O8)C)O)(C)O)C(=C4C(=C3C)O)O)O)O. Drug 2: C1CN(P(=O)(OC1)NCCCl)CCCl. (4) Drug 1: C1CCN(CC1)CCOC2=CC=C(C=C2)C(=O)C3=C(SC4=C3C=CC(=C4)O)C5=CC=C(C=C5)O. Drug 2: COC1=NC(=NC2=C1N=CN2C3C(C(C(O3)CO)O)O)N. Cell line: PC-3. Synergy scores: CSS=-0.512, Synergy_ZIP=2.25, Synergy_Bliss=0.596, Synergy_Loewe=-1.92, Synergy_HSA=-2.69. (5) Drug 1: CCCS(=O)(=O)NC1=C(C(=C(C=C1)F)C(=O)C2=CNC3=C2C=C(C=N3)C4=CC=C(C=C4)Cl)F. Drug 2: C(CCl)NC(=O)N(CCCl)N=O. Cell line: UO-31. Synergy scores: CSS=4.24, Synergy_ZIP=2.64, Synergy_Bliss=-2.53, Synergy_Loewe=-5.03, Synergy_HSA=-2.80.